Dataset: Full USPTO retrosynthesis dataset with 1.9M reactions from patents (1976-2016). Task: Predict the reactants needed to synthesize the given product. (1) The reactants are: [CH2:1]([O:3][C:4]([C:6]1[N:7]=[C:8](Cl)[O:9][CH:10]=1)=[O:5])[CH3:2].[C:12]([C:14]1[CH:19]=[CH:18][C:17](B(O)O)=[CH:16][C:15]=1[F:23])#[N:13]. Given the product [CH2:1]([O:3][C:4]([C:6]1[N:7]=[C:8]([C:17]2[CH:18]=[CH:19][C:14]([C:12]#[N:13])=[C:15]([F:23])[CH:16]=2)[O:9][CH:10]=1)=[O:5])[CH3:2], predict the reactants needed to synthesize it. (2) Given the product [CH3:1][C:2]1[CH:11]=[C:10]([N:12]2[CH2:17][CH2:16][NH:15][CH2:14][CH2:13]2)[C:9]2[C:4](=[CH:5][CH:6]=[CH:7][CH:8]=2)[N:3]=1, predict the reactants needed to synthesize it. The reactants are: [CH3:1][C:2]1[CH:11]=[C:10]([N:12]2[CH2:17][CH2:16][N:15](C(OC(C)(C)C)=O)[CH2:14][CH2:13]2)[C:9]2[C:4](=[CH:5][CH:6]=[CH:7][CH:8]=2)[N:3]=1.FC(F)(F)C(O)=O. (3) Given the product [CH3:17][N:15]([CH2:14][CH2:13][C:7]1[C:6]2[CH:5]=[C:4]([CH2:3][N:1]3[N:2]=[CH:23][N:18]=[CH:19]3)[CH:12]=[CH:11][C:10]=2[NH:9][CH:8]=1)[CH3:16], predict the reactants needed to synthesize it. The reactants are: [NH:1]([CH2:3][C:4]1[CH:5]=[C:6]2[C:10](=[CH:11][CH:12]=1)[NH:9][CH:8]=[C:7]2[CH2:13][CH2:14][N:15]([CH3:17])[CH3:16])[NH2:2].[N:18]1[CH:23]=NC=N[CH:19]=1. (4) Given the product [CH3:25][C:26]1[CH:34]=[CH:33][C:29]([C:30]([NH:58][C:59]2[CH:73]=[CH:72][C:62]([CH2:63][NH:64][C:65](=[O:71])[O:66][C:67]([CH3:70])([CH3:68])[CH3:69])=[C:61]([C:74]([F:75])([F:76])[F:77])[CH:60]=2)=[O:31])=[CH:28][C:27]=1[C:35]1[CH:40]=[C:39]([N:41]2[CH2:46][CH2:45][O:44][CH2:43][CH2:42]2)[C:38](=[O:47])[N:37]([CH3:48])[CH:36]=1, predict the reactants needed to synthesize it. The reactants are: CN(C(ON1N=NC2C=CC=NC1=2)=[N+](C)C)C.F[P-](F)(F)(F)(F)F.[CH3:25][C:26]1[CH:34]=[CH:33][C:29]([C:30](O)=[O:31])=[CH:28][C:27]=1[C:35]1[CH:40]=[C:39]([N:41]2[CH2:46][CH2:45][O:44][CH2:43][CH2:42]2)[C:38](=[O:47])[N:37]([CH3:48])[CH:36]=1.CCN(C(C)C)C(C)C.[NH2:58][C:59]1[CH:73]=[CH:72][C:62]([CH2:63][NH:64][C:65](=[O:71])[O:66][C:67]([CH3:70])([CH3:69])[CH3:68])=[C:61]([C:74]([F:77])([F:76])[F:75])[CH:60]=1.